Dataset: Experimentally validated miRNA-target interactions with 360,000+ pairs, plus equal number of negative samples. Task: Binary Classification. Given a miRNA mature sequence and a target amino acid sequence, predict their likelihood of interaction. (1) The miRNA is hsa-miR-142-3p with sequence UGUAGUGUUUCCUACUUUAUGGA. The protein sequence of the target gene is MRECLSIHIGQAGIQIGDACWELYCLEHGIQPNGVVLDTQQDQLENAKMEHTNASFDTFFCETRAGKHVPRALFVDLEPTVIDGIRTGQHRSLFHPEQLLSGKEDAANNYARGRYSVGSEVIDLVLERTRKLAEQCGGLQGFLIFRSFGGGTGSGFTSLLMERLTGEYSRKTKLEFSVYPAPRISTAVVEPYNSVLTTHSTTEHTDCTFMVDNEAVYDICHRKLGVECPSHASINRLVVQVVSSITASLRFEGPLNVDLIEFQTNLVPYPRIHFPMTAFAPIVSADKAYHEQFSVSDITT.... Result: 1 (interaction). (2) The miRNA is hsa-miR-342-3p with sequence UCUCACACAGAAAUCGCACCCGU. The protein sequence of the target gene is MERELEALAARLARPAEPPFQALVEAAGGRGQVLLVGELWEREQSRALLRDFARAVFPPEPGAAKPGGAAAEGAGPGAARGAQRAARAAGAAGAAAAAARAIRSPLVFVLCRASSLAAREPRRRLREMLRDVRGRRRAGAALVGVLVAEAGPEDAVAPGLRLLEALLRAVFGRQAGGPVQAAAYCPGLPASCLAVQAAACRALQAAGAGQPVEGAWERPGLPGLLACFSWGPWSRRKNQDVAACRSSAQEDFQEPEEELPLTAIFPNGDCDDLGRGSKACDGVVHTPAEPTGDSR. Result: 1 (interaction). (3) The miRNA is mmu-miR-466o-5p with sequence UGAUGUGUGUGUACAUGUACAU. The protein sequence of the target gene is MEFPDLGKHCSEPTCKQLDFLPITCDACKQDFCKDHFSYVGHKCPFAFKKDVQVPVCPLCNAPIPVKRGEIPDVVVGEHMDRDCTFHPGRNRNKVFTHRCSKEGCRKKEMLQLACAQCHGNFCIQHRHPLDHNCQAGSSSASRGRTSTSRAAEQKPSGVSWLAQRLRRTVK. Result: 0 (no interaction).